This data is from Catalyst prediction with 721,799 reactions and 888 catalyst types from USPTO. The task is: Predict which catalyst facilitates the given reaction. (1) Reactant: [N:1]1[C:10]2[NH:9][C:8]3[CH:11]=[C:12]([CH2:15][C:16]([OH:18])=O)[CH:13]=[CH:14][C:7]=3[S:6][C:5]=2[N:4]=[CH:3][CH:2]=1.C(N1C=CN=C1)(N1C=CN=C1)=O.[CH3:31][S:32]([NH2:35])(=[O:34])=[O:33]. Product: [CH3:31][S:32]([NH:35][C:16](=[O:18])[CH2:15][C:12]1[CH:13]=[CH:14][C:7]2[S:6][C:5]3[N:4]=[CH:3][CH:2]=[N:1][C:10]=3[NH:9][C:8]=2[CH:11]=1)(=[O:34])=[O:33]. The catalyst class is: 7. (2) Reactant: CC1C=CC(S([O:11][CH2:12][CH2:13][CH2:14][N:15]2[C:23](=[O:24])[C:22]3[C:17](=[CH:18][CH:19]=[CH:20][CH:21]=3)[C:16]2=[O:25])(=O)=O)=CC=1.C(=O)([O-])[O-].[K+].[K+].[F:32][C:33]([F:43])([F:42])[O:34][C:35]1[CH:40]=[CH:39][C:38](O)=[CH:37][CH:36]=1. Product: [F:32][C:33]([F:42])([F:43])[O:34][C:35]1[CH:40]=[CH:39][C:38]([O:11][CH2:12][CH2:13][CH2:14][N:15]2[C:16](=[O:25])[C:17]3[C:22](=[CH:21][CH:20]=[CH:19][CH:18]=3)[C:23]2=[O:24])=[CH:37][CH:36]=1. The catalyst class is: 3.